From a dataset of NCI-60 drug combinations with 297,098 pairs across 59 cell lines. Regression. Given two drug SMILES strings and cell line genomic features, predict the synergy score measuring deviation from expected non-interaction effect. (1) Drug 1: C1=CC(=C2C(=C1NCCNCCO)C(=O)C3=C(C=CC(=C3C2=O)O)O)NCCNCCO. Drug 2: C1=CC(=CC=C1C#N)C(C2=CC=C(C=C2)C#N)N3C=NC=N3. Cell line: MDA-MB-435. Synergy scores: CSS=14.6, Synergy_ZIP=-3.50, Synergy_Bliss=5.63, Synergy_Loewe=-14.5, Synergy_HSA=2.39. (2) Drug 1: C1=NNC2=C1C(=O)NC=N2. Drug 2: CC(C)NC(=O)C1=CC=C(C=C1)CNNC.Cl. Cell line: HT29. Synergy scores: CSS=2.19, Synergy_ZIP=-3.22, Synergy_Bliss=-4.59, Synergy_Loewe=-4.89, Synergy_HSA=-4.16. (3) Drug 1: CC1=C(C(=CC=C1)Cl)NC(=O)C2=CN=C(S2)NC3=CC(=NC(=N3)C)N4CCN(CC4)CCO. Drug 2: C1CCC(C(C1)N)N.C(=O)(C(=O)[O-])[O-].[Pt+4]. Cell line: SR. Synergy scores: CSS=56.6, Synergy_ZIP=-0.0101, Synergy_Bliss=0.109, Synergy_Loewe=-3.12, Synergy_HSA=-1.55. (4) Drug 1: CCC1=CC2CC(C3=C(CN(C2)C1)C4=CC=CC=C4N3)(C5=C(C=C6C(=C5)C78CCN9C7C(C=CC9)(C(C(C8N6C)(C(=O)OC)O)OC(=O)C)CC)OC)C(=O)OC.C(C(C(=O)O)O)(C(=O)O)O. Drug 2: C1=NC(=NC(=O)N1C2C(C(C(O2)CO)O)O)N. Cell line: SK-MEL-2. Synergy scores: CSS=53.6, Synergy_ZIP=-0.783, Synergy_Bliss=2.33, Synergy_Loewe=-5.42, Synergy_HSA=3.71.